This data is from Full USPTO retrosynthesis dataset with 1.9M reactions from patents (1976-2016). The task is: Predict the reactants needed to synthesize the given product. (1) Given the product [CH2:1]([O:8][C@@H:9]1[C@@H:41]([O:42][CH2:43][C:44]2[CH:49]=[CH:48][CH:47]=[CH:46][CH:45]=2)[C@H:40]([O:50][C@@H:51]2[O:80][C@H:79]([CH3:81])[C@@H:70]([O:71][CH2:72][C:73]3[CH:74]=[CH:75][CH:76]=[CH:77][CH:78]=3)[C@H:61]([O:62][CH2:63][C:64]3[CH:65]=[CH:66][CH:67]=[CH:68][CH:69]=3)[C@H:52]2[O:53][CH2:54][C:55]2[CH:60]=[CH:59][CH:58]=[CH:57][CH:56]=2)[C@@H:39]([CH2:82][O:83][CH2:84][C:85]2[CH:86]=[CH:87][CH:88]=[CH:89][CH:90]=2)[O:38][C@@H:10]1[O:11][C@@H:12]1[C@@H:19]2[C@@H:15]([N:16]([C:20]([O:22][CH3:23])=[O:21])[O:17][CH2:18]2)[CH2:14][C@H:13]1[O:30][CH2:31][C:32]1[CH:33]=[CH:34][CH:35]=[CH:36][CH:37]=1)[C:2]1[CH:7]=[CH:6][CH:5]=[CH:4][CH:3]=1, predict the reactants needed to synthesize it. The reactants are: [CH2:1]([O:8][C@@H:9]1[C@@H:41]([O:42][CH2:43][C:44]2[CH:49]=[CH:48][CH:47]=[CH:46][CH:45]=2)[C@H:40]([O:50][C@@H:51]2[O:80][C@H:79]([CH3:81])[C@@H:70]([O:71][CH2:72][C:73]3[CH:78]=[CH:77][CH:76]=[CH:75][CH:74]=3)[C@H:61]([O:62][CH2:63][C:64]3[CH:69]=[CH:68][CH:67]=[CH:66][CH:65]=3)[C@H:52]2[O:53][CH2:54][C:55]2[CH:60]=[CH:59][CH:58]=[CH:57][CH:56]=2)[C@@H:39]([CH2:82][O:83][CH2:84][C:85]2[CH:90]=[CH:89][CH:88]=[CH:87][CH:86]=2)[O:38][CH:10]1[O:11][C@@H:12]1[C@@H:19]2[C@@H:15]([N:16]([C:20]([O:22][CH2:23]C3C=CC=CC=3)=[O:21])[O:17][CH2:18]2)[CH2:14][C@H:13]1[O:30][CH2:31][C:32]1[CH:37]=[CH:36][CH:35]=[CH:34][CH:33]=1)[C:2]1[CH:7]=[CH:6][CH:5]=[CH:4][CH:3]=1.C1(C)C=CC=CC=1.C[O-].[Na+].C(OCC)C. (2) Given the product [OH:1][C:2]1[CH:7]=[CH:6][C:5]([C:8]2[CH:13]=[CH:12][C:11]([CH:14]=[N:17][OH:18])=[CH:10][CH:9]=2)=[CH:4][CH:3]=1, predict the reactants needed to synthesize it. The reactants are: [OH:1][C:2]1[CH:7]=[CH:6][C:5]([C:8]2[CH:13]=[CH:12][C:11]([CH:14]=O)=[CH:10][CH:9]=2)=[CH:4][CH:3]=1.Cl.[NH2:17][OH:18]. (3) Given the product [NH2:5][C:6]1[C:15]2[N:16]=[C:17]([CH2:22][CH2:23][CH2:24][CH3:25])[N:18]([CH2:19][CH2:20][NH:21][C:1](=[O:3])[CH3:2])[C:14]=2[C:13]2[N:12]=[CH:11][CH:10]=[CH:9][C:8]=2[N:7]=1, predict the reactants needed to synthesize it. The reactants are: [C:1](Cl)(=[O:3])[CH3:2].[NH2:5][C:6]1[C:15]2[N:16]=[C:17]([CH2:22][CH2:23][CH2:24][CH3:25])[N:18]([CH2:19][CH2:20][NH2:21])[C:14]=2[C:13]2[N:12]=[CH:11][CH:10]=[CH:9][C:8]=2[N:7]=1. (4) Given the product [C:20]1([C:19](=[N:32][C:2]2[CH:3]=[C:4]3[C:9](=[CH:10][C:11]=2[F:12])[N:8]([CH2:13][CH3:14])[C:7](=[O:15])[N:6]([CH2:16][CH3:17])[C:5]3=[O:18])[C:26]2[CH:27]=[CH:28][CH:29]=[CH:30][CH:31]=2)[CH:25]=[CH:24][CH:23]=[CH:22][CH:21]=1, predict the reactants needed to synthesize it. The reactants are: Br[C:2]1[CH:3]=[C:4]2[C:9](=[CH:10][C:11]=1[F:12])[N:8]([CH2:13][CH3:14])[C:7](=[O:15])[N:6]([CH2:16][CH3:17])[C:5]2=[O:18].[C:19](=[NH:32])([C:26]1[CH:31]=[CH:30][CH:29]=[CH:28][CH:27]=1)[C:20]1[CH:25]=[CH:24][CH:23]=[CH:22][CH:21]=1.CC(C1C=C(C(C)C)C(C2C=CC=CC=2P(C2CCCCC2)C2CCCCC2)=C(C(C)C)C=1)C.C(=O)([O-])[O-].[Cs+].[Cs+]. (5) Given the product [CH3:34][C:31]([CH3:32])([CH3:33])[C:39]#[C:40][C:2]1[CH:3]=[C:4]2[C@:15]3([CH2:19][O:18][C:17]([NH2:20])=[N:16]3)[C:14]3[C:9](=[CH:10][CH:11]=[C:12]([C:21]4[CH:22]=[N:23][CH:24]=[CH:25][CH:26]=4)[CH:13]=3)[O:8][C:5]2=[N:6][CH:7]=1, predict the reactants needed to synthesize it. The reactants are: Br[C:2]1[CH:3]=[C:4]2[C@:15]3([CH2:19][O:18][C:17]([NH2:20])=[N:16]3)[C:14]3[C:9](=[CH:10][CH:11]=[C:12]([C:21]4[CH:22]=[N:23][CH:24]=[CH:25][CH:26]=4)[CH:13]=3)[O:8][C:5]2=[N:6][CH:7]=1.C(N[CH:31]([CH3:33])[CH3:32])(C)C.[CH3:34]N(C=O)C.[C:39](OCC)(=O)[CH3:40]. (6) The reactants are: [Cl:1][C:2]1[CH:7]=[CH:6][CH:5]=[CH:4][C:3]=1[CH2:8][CH2:9][N:10]1[CH:14]=[C:13]([I:15])[N:12]=[C:11]1[CH:16]=[O:17].FC(F)(F)S(O)(=O)=O.[OH:26][CH:27]1[CH2:32][CH2:31][N:30]([CH3:33])[CH2:29][CH2:28]1.[OH-].[Na+]. Given the product [NH4+:10].[OH-:17].[Cl:1][C:2]1[C:3]2[CH2:8][CH2:9][N:10]3[C:11](=[N:12][C:13]([I:15])=[CH:14]3)[CH:16]([O:26][CH:27]3[CH2:32][CH2:31][N:30]([CH3:33])[CH2:29][CH2:28]3)[C:4]=2[CH:5]=[CH:6][CH:7]=1, predict the reactants needed to synthesize it. (7) Given the product [CH2:12]([O:11][C@@H:7]1[C@@H:6]([O:16][CH2:17][CH:18]([CH3:20])[CH3:19])[C@H:5]([CH3:21])[O:4][C:3](=[O:22])[C@@H:2]([NH:1][C:32](=[O:33])[C:25]2[C:24]([OH:23])=[C:29]([O:30][CH3:31])[CH:28]=[CH:27][N:26]=2)[CH2:10][O:9][CH2:8]1)[CH:13]([CH3:14])[CH3:15], predict the reactants needed to synthesize it. The reactants are: [NH2:1][C@H:2]1[CH2:10][O:9][CH2:8][C@H:7]([O:11][CH2:12][CH:13]([CH3:15])[CH3:14])[C@@H:6]([O:16][CH2:17][CH:18]([CH3:20])[CH3:19])[C@H:5]([CH3:21])[O:4][C:3]1=[O:22].[OH:23][C:24]1[C:25]([C:32](O)=[O:33])=[N:26][CH:27]=[CH:28][C:29]=1[O:30][CH3:31].CN(C(ON1N=NC2C=CC=NC1=2)=[N+](C)C)C.F[P-](F)(F)(F)(F)F.CN1CCOCC1.